This data is from Reaction yield outcomes from USPTO patents with 853,638 reactions. The task is: Predict the reaction yield, written as a fraction of the theoretical maximum amount of product (1.0 means a 100% yield; for example, 0.34 means a 34% yield). (1) The reactants are [N:1]1([C:9]([O:11][C:12]([CH3:15])([CH3:14])[CH3:13])=[O:10])[CH2:5][CH2:4][C@H:3]2[CH2:6][NH:7][CH2:8][C@@H:2]12.[Br:16][C:17]1[CH:18]=[N:19][CH:20]=[C:21](Br)[CH:22]=1.CC(C)([O-])C.[Na+].C(OCC)C. The catalyst is C1(C)C=CC=CC=1.C1C=CC(/C=C/C(/C=C/C2C=CC=CC=2)=O)=CC=1.C1C=CC(/C=C/C(/C=C/C2C=CC=CC=2)=O)=CC=1.C1C=CC(/C=C/C(/C=C/C2C=CC=CC=2)=O)=CC=1.[Pd].[Pd].C1(P(C2C=CC=CC=2)C2C=CC3C(=CC=CC=3)C=2C2C3C(=CC=CC=3)C=CC=2P(C2C=CC=CC=2)C2C=CC=CC=2)C=CC=CC=1. The product is [Br:16][C:17]1[CH:22]=[C:21]([N:7]2[CH2:6][C@H:3]3[C@H:2]([N:1]([C:9]([O:11][C:12]([CH3:15])([CH3:14])[CH3:13])=[O:10])[CH2:5][CH2:4]3)[CH2:8]2)[CH:20]=[N:19][CH:18]=1. The yield is 0.470. (2) The reactants are [C:1]([CH:6]=[P:7]([C:20]1[CH:25]=[CH:24][CH:23]=[CH:22][CH:21]=1)([C:14]1[CH:19]=[CH:18][CH:17]=[CH:16][CH:15]=1)[C:8]1[CH:13]=[CH:12][CH:11]=[CH:10][CH:9]=1)(OCC)=[O:2].C[Si](C)(C)[N-][Si](C)(C)C.[Na+]. The catalyst is C1(C)C=CC=CC=1. The product is [C:6](=[P:7]([C:14]1[CH:19]=[CH:18][CH:17]=[CH:16][CH:15]=1)([C:8]1[CH:9]=[CH:10][CH:11]=[CH:12][CH:13]=1)[C:20]1[CH:25]=[CH:24][CH:23]=[CH:22][CH:21]=1)=[C:1]=[O:2]. The yield is 0.640. (3) The reactants are [Cl:1][C:2]1[CH:7]=[C:6]([C:8]([F:11])([F:10])[F:9])[CH:5]=[CH:4][C:3]=1[N:12]1[C:16]([NH2:17])=[C:15]([C:18]2[CH:23]=[CH:22][C:21]([O:24]C)=[CH:20][CH:19]=2)[N:14]=[N:13]1.B(Br)(Br)Br.CO.[OH-].[Na+]. The catalyst is ClCCl.O. The product is [NH2:17][C:16]1[N:12]([C:3]2[CH:4]=[CH:5][C:6]([C:8]([F:9])([F:10])[F:11])=[CH:7][C:2]=2[Cl:1])[N:13]=[N:14][C:15]=1[C:18]1[CH:23]=[CH:22][C:21]([OH:24])=[CH:20][CH:19]=1. The yield is 0.830. (4) The reactants are Br[C:2]1[CH:7]=[CH:6][CH:5]=[CH:4][N:3]=1.CCCCCC.C([Li])CCC.Br[C:20]1[CH:25]=[CH:24][C:23]([F:26])=[CH:22][C:21]=1[F:27]. The catalyst is O1CCCC1.[Cl-].[Zn+2].[Cl-].C1C=CC([P]([Pd]([P](C2C=CC=CC=2)(C2C=CC=CC=2)C2C=CC=CC=2)([P](C2C=CC=CC=2)(C2C=CC=CC=2)C2C=CC=CC=2)[P](C2C=CC=CC=2)(C2C=CC=CC=2)C2C=CC=CC=2)(C2C=CC=CC=2)C2C=CC=CC=2)=CC=1. The product is [F:26][C:23]1[CH:22]=[C:21]([F:27])[CH:20]=[CH:25][C:24]=1[C:2]1[CH:7]=[CH:6][CH:5]=[CH:4][N:3]=1. The yield is 0.630. (5) The reactants are [NH2:1][C:2]1[CH:7]=[C:6]([CH:8]=[O:9])[N:5]=[C:4]([C:10]2[CH:11]=[N:12][C:13]([C:16]([F:19])([F:18])[F:17])=[CH:14][CH:15]=2)[C:3]=1[F:20].[Cl:21]N1C(C)(C)C(=O)N(Cl)C1=O. The catalyst is CC#N. The product is [NH2:1][C:2]1[C:7]([Cl:21])=[C:6]([CH:8]=[O:9])[N:5]=[C:4]([C:10]2[CH:11]=[N:12][C:13]([C:16]([F:18])([F:19])[F:17])=[CH:14][CH:15]=2)[C:3]=1[F:20]. The yield is 0.698.